This data is from Reaction yield outcomes from USPTO patents with 853,638 reactions. The task is: Predict the reaction yield, written as a fraction of the theoretical maximum amount of product (1.0 means a 100% yield; for example, 0.34 means a 34% yield). (1) The reactants are [NH2:1][CH:2]1[C:8]2=[N:9][C:10]([C:14]3[CH:19]=[CH:18][N:17]=[CH:16][N:15]=3)=[CH:11][C:12](=[O:13])[N:7]2[CH2:6][CH2:5][O:4][CH2:3]1.[N:20]1[CH:25]=[CH:24][CH:23]=[CH:22][C:21]=1[CH:26]=O.C(O[BH-](OC(=O)C)OC(=O)C)(=O)C.[Na+].C(O)(=O)C. The catalyst is ClCCl. The product is [N:20]1[CH:25]=[CH:24][CH:23]=[CH:22][C:21]=1[CH2:26][NH:1][CH:2]1[C:8]2=[N:9][C:10]([C:14]3[CH:19]=[CH:18][N:17]=[CH:16][N:15]=3)=[CH:11][C:12](=[O:13])[N:7]2[CH2:6][CH2:5][O:4][CH2:3]1. The yield is 0.350. (2) The reactants are Cl[CH2:2][C:3]1[N:8]=[C:7]([C:9]2[CH:14]=[CH:13][CH:12]=[CH:11][N:10]=2)[CH:6]=[CH:5][CH:4]=1.[C:15]([PH:19][C:20]([CH3:23])([CH3:22])[CH3:21])([CH3:18])([CH3:17])[CH3:16].C(N(CC)CC)C. The catalyst is CO. The product is [C:15]([P:19]([CH2:2][C:3]1[N:8]=[C:7]([C:9]2[CH:14]=[CH:13][CH:12]=[CH:11][N:10]=2)[CH:6]=[CH:5][CH:4]=1)[C:20]([CH3:23])([CH3:22])[CH3:21])([CH3:18])([CH3:17])[CH3:16]. The yield is 0.850. (3) The reactants are [F:1][C:2]1[CH:10]=[CH:9][C:5]([C:6]([OH:8])=O)=[CH:4][C:3]=1[C:11]#[C:12][C:13]1[CH:18]=[CH:17][CH:16]=[CH:15][N:14]=1.[N:19]1([C:25]2[N:30]=[CH:29][CH:28]=[CH:27][N:26]=2)[CH2:24][CH2:23][NH:22][CH2:21][CH2:20]1.C(N(CC)CC)C.C1CN([P+](ON2N=NC3C=CC=CC2=3)(N2CCCC2)N2CCCC2)CC1.F[P-](F)(F)(F)(F)F. The catalyst is C(Cl)Cl. The product is [F:1][C:2]1[CH:10]=[CH:9][C:5]([C:6]([N:22]2[CH2:23][CH2:24][N:19]([C:25]3[N:26]=[CH:27][CH:28]=[CH:29][N:30]=3)[CH2:20][CH2:21]2)=[O:8])=[CH:4][C:3]=1[C:11]#[C:12][C:13]1[CH:18]=[CH:17][CH:16]=[CH:15][N:14]=1. The yield is 0.700. (4) The reactants are I[CH2:2][C@@H:3]([CH3:17])[CH2:4][N:5]1[C:10]2[CH:11]=[C:12]([CH3:15])[CH:13]=[CH:14][C:9]=2[O:8][CH2:7][C:6]1=[O:16].CCN(CC)CC.[CH:25](=[C:29]1[CH2:34][CH2:33][NH:32][CH2:31][CH2:30]1)[CH2:26][CH2:27][CH3:28]. The catalyst is C(Cl)Cl.CC(C)=O.CO. The product is [CH:25](=[C:29]1[CH2:34][CH2:33][N:32]([CH2:2][C@@H:3]([CH3:17])[CH2:4][N:5]2[C:10]3[CH:11]=[C:12]([CH3:15])[CH:13]=[CH:14][C:9]=3[O:8][CH2:7][C:6]2=[O:16])[CH2:31][CH2:30]1)[CH2:26][CH2:27][CH3:28]. The yield is 0.580. (5) The reactants are [CH:1]1[C:10]2[C:5](=[CH:6][CH:7]=[CH:8][CH:9]=2)[CH:4]=[CH:3][C:2]=1[C:11]1[CH:12]([C:18]2[CH:23]=[CH:22][N:21]=[CH:20][CH:19]=2)[CH2:13][C:14](=[O:17])[NH:15][N:16]=1.BrBr. The catalyst is C(O)(=O)C. The product is [CH:1]1[C:10]2[C:5](=[CH:6][CH:7]=[CH:8][CH:9]=2)[CH:4]=[CH:3][C:2]=1[C:11]1[C:12]([C:18]2[CH:19]=[CH:20][N:21]=[CH:22][CH:23]=2)=[CH:13][C:14](=[O:17])[NH:15][N:16]=1. The yield is 0.970.